This data is from Full USPTO retrosynthesis dataset with 1.9M reactions from patents (1976-2016). The task is: Predict the reactants needed to synthesize the given product. (1) The reactants are: [Cl:1][C:2]1[C:3]([CH3:24])=[C:4]([NH:10][S:11]([N:14]2[CH2:18][CH2:17][C@@H:16]([OH:19])[C@@:15]2([CH3:23])[C:20](O)=[O:21])(=[O:13])=[O:12])[CH:5]=[CH:6][C:7]=1[C:8]#[N:9].C1CCC(N=C=NC2CCCCC2)CC1.[N+](C1C=CC=CC=1O)([O-])=O. Given the product [OH:19][C@@H:16]1[CH2:17][CH2:18][N:14]2[C@:15]1([CH3:23])[C:20](=[O:21])[N:10]([C:4]1[CH:5]=[CH:6][C:7]([C:8]#[N:9])=[C:2]([Cl:1])[C:3]=1[CH3:24])[S:11]2(=[O:13])=[O:12], predict the reactants needed to synthesize it. (2) Given the product [OH:1][C@@:2]1([C:9]#[C:10][C:11]2[CH:12]=[C:13]([N:17]3[C:25]4[CH2:24][CH2:23][N:22]([S:26]([CH3:29])(=[O:28])=[O:27])[CH2:21][C:20]=4[C:19]([C:30]([NH2:35])=[O:32])=[N:18]3)[CH:14]=[CH:15][CH:16]=2)[CH2:6][CH2:5][N:4]([CH3:7])[C:3]1=[O:8], predict the reactants needed to synthesize it. The reactants are: [OH:1][C@@:2]1([C:9]#[C:10][C:11]2[CH:12]=[C:13]([N:17]3[C:25]4[CH2:24][CH2:23][N:22]([S:26]([CH3:29])(=[O:28])=[O:27])[CH2:21][C:20]=4[C:19]([C:30]([O:32]CC)=O)=[N:18]3)[CH:14]=[CH:15][CH:16]=2)[CH2:6][CH2:5][N:4]([CH3:7])[C:3]1=[O:8].[NH3:35]. (3) Given the product [NH:44]1[C:45]2[C:41](=[CH:40][CH:39]=[C:38]([C:22]3[C:21]([C:24]4[CH:29]=[CH:28][N:27]=[CH:26][CH:25]=4)=[N:20][N:19]4[C:14]([CH:9]5[CH2:8][CH:7]6[N:6]([C:4]([O:3][CH2:1][CH3:2])=[O:5])[CH:11]([CH2:12][CH2:13]6)[CH2:10]5)=[CH:15][CH:16]=[N:17][C:18]=34)[CH:46]=2)[CH:42]=[CH:43]1, predict the reactants needed to synthesize it. The reactants are: [CH2:1]([O:3][C:4]([N:6]1[CH:11]2[CH2:12][CH2:13][CH:7]1[CH2:8][CH:9]([C:14]1[N:19]3[N:20]=[C:21]([C:24]4[CH:29]=[CH:28][N:27]=[CH:26][CH:25]=4)[C:22](I)=[C:18]3[N:17]=[CH:16][CH:15]=1)[CH2:10]2)=[O:5])[CH3:2].CC1(C)C(C)(C)OB([C:38]2[CH:46]=[C:45]3[C:41]([CH:42]=[CH:43][NH:44]3)=[CH:40][CH:39]=2)O1. (4) Given the product [OH:1][CH2:2][C@@H:3]1[CH2:7][C:6](=[O:16])[CH2:5][C@H:4]1[C:9]1[CH:14]=[CH:13][CH:12]=[CH:11][CH:10]=1, predict the reactants needed to synthesize it. The reactants are: [OH:1][CH2:2][C@@H:3]1[CH2:7][C:6](=C)[CH2:5][C@H:4]1[C:9]1[CH:14]=[CH:13][CH:12]=[CH:11][CH:10]=1.C[OH:16]. (5) Given the product [CH:8]1([N:13]2[C:17]3[N:18]=[C:19]([NH:22][C:28]4[CH:29]=[CH:30][C:31]([S:34]([N:37]5[CH2:38][CH2:39][NH:40][CH2:41][CH2:42]5)(=[O:36])=[O:35])=[CH:32][N:33]=4)[N:20]=[CH:21][C:16]=3[C:15]3[CH:23]=[CH:24][N:25]=[CH:26][C:14]2=3)[CH2:9][CH2:10][CH2:11][CH2:12]1, predict the reactants needed to synthesize it. The reactants are: C(O)(C(F)(F)F)=O.[CH:8]1([N:13]2[C:17]3[N:18]=[C:19]([NH2:22])[N:20]=[CH:21][C:16]=3[C:15]3[CH:23]=[CH:24][N:25]=[CH:26][C:14]2=3)[CH2:12][CH2:11][CH2:10][CH2:9]1.Cl[C:28]1[N:33]=[CH:32][C:31]([S:34]([N:37]2[CH2:42][CH2:41][N:40](C(OC(C)(C)C)=O)[CH2:39][CH2:38]2)(=[O:36])=[O:35])=[CH:30][CH:29]=1. (6) Given the product [F:1][C:2]1[CH:3]=[CH:4][C:5]2[O:9][C:8]([CH2:10][OH:11])=[CH:7][C:6]=2[CH:12]=1, predict the reactants needed to synthesize it. The reactants are: [F:1][C:2]1[CH:3]=[CH:4][C:5]2[O:9][C:8]([CH:10]=[O:11])=[CH:7][C:6]=2[CH:12]=1.[BH4-].[Na+]. (7) Given the product [CH2:23]([O:25][C:26]1[NH:30][N:29]=[C:28]([NH:31][C:7]2[N:6]=[C:5]([NH:9][C@H:10]([C:13]3[CH:18]=[CH:17][C:16]([F:19])=[CH:15][N:14]=3)[CH2:11][OH:12])[C:4]([N+:20]([O-:22])=[O:21])=[CH:3][C:2]=2[F:1])[CH:27]=1)[CH3:24], predict the reactants needed to synthesize it. The reactants are: [F:1][C:2]1[CH:3]=[C:4]([N+:20]([O-:22])=[O:21])[C:5]([NH:9][C@H:10]([C:13]2[CH:18]=[CH:17][C:16]([F:19])=[CH:15][N:14]=2)[CH2:11][OH:12])=[N:6][C:7]=1F.[CH2:23]([O:25][C:26]1[NH:30][N:29]=[C:28]([NH2:31])[CH:27]=1)[CH3:24].